This data is from Reaction yield outcomes from USPTO patents with 853,638 reactions. The task is: Predict the reaction yield, written as a fraction of the theoretical maximum amount of product (1.0 means a 100% yield; for example, 0.34 means a 34% yield). (1) The reactants are [CH3:1][NH:2][C:3](=[O:22])[CH2:4][C:5]([C:7]1[CH:12]=[C:11]([C:13]([CH3:16])([CH3:15])[CH3:14])[C:10]([OH:17])=[C:9]([C:18]([CH3:21])([CH3:20])[CH3:19])[CH:8]=1)=[O:6].C1(C)C=CC=CC=1.CO[CH:32](OC)[N:33]([CH3:35])[CH3:34]. The catalyst is CO. The product is [CH3:1][NH:2][C:3](=[O:22])[C:4](=[CH:32][N:33]([CH3:35])[CH3:34])[C:5]([C:7]1[CH:8]=[C:9]([C:18]([CH3:21])([CH3:20])[CH3:19])[C:10]([OH:17])=[C:11]([C:13]([CH3:14])([CH3:15])[CH3:16])[CH:12]=1)=[O:6]. The yield is 0.980. (2) The reactants are I[C:2]1[CH:10]=[C:9]([C:11]#[N:12])[CH:8]=[C:7]2[C:3]=1[C:4]1[CH:16]=[C:15]([CH3:17])[CH:14]=[N:13][C:5]=1[NH:6]2.[CH2:18]([S:20]([C:23]1[CH:24]=[C:25](C2C=C(C(F)(F)F)C(C)=C([N+]([O-])=O)C=2C2C(F)=NC=C(C)C=2)[CH:26]=[CH:27][CH:28]=1)(=[O:22])=[O:21])[CH3:19]. No catalyst specified. The product is [CH2:18]([S:20]([C:23]1[CH:28]=[C:27]([C:2]2[CH:10]=[C:9]([C:11]#[N:12])[CH:8]=[C:7]3[C:3]=2[C:4]2[CH:16]=[C:15]([CH3:17])[CH:14]=[N:13][C:5]=2[NH:6]3)[CH:26]=[CH:25][CH:24]=1)(=[O:21])=[O:22])[CH3:19]. The yield is 0.430.